From a dataset of Full USPTO retrosynthesis dataset with 1.9M reactions from patents (1976-2016). Predict the reactants needed to synthesize the given product. (1) Given the product [OH:1][CH2:2][CH2:3][O:4][CH2:5][CH2:6][O:7][CH2:8][CH2:9][O:10][C:11]1[CH:24]=[CH:23][C:22]2[CH2:21][C:20]3[C:15](=[CH:16][CH:17]=[C:18]([O:26][CH2:27][CH2:28][O:29][CH2:30][CH2:31][O:32][CH2:33][CH2:34][OH:35])[CH:19]=3)[C:14](=[O:36])[C:13]=2[CH:12]=1.[CH:42]1[C:43]2[C:52](=[CH:51][C:50]3[C:45]([CH:44]=2)=[CH:46][CH:47]=[CH:48][CH:49]=3)[CH:39]=[CH:40][CH:41]=1, predict the reactants needed to synthesize it. The reactants are: [OH:1][CH2:2][CH2:3][O:4][CH2:5][CH2:6][O:7][CH2:8][CH2:9][O:10][C:11]1[CH:24]=[CH:23][C:22]2[C:21](=O)[C:20]3[C:15](=[CH:16][CH:17]=[C:18]([O:26][CH2:27][CH2:28][O:29][CH2:30][CH2:31][O:32][CH2:33][CH2:34][OH:35])[CH:19]=3)[C:14](=[O:36])[C:13]=2[CH:12]=1.[BH4-].[Na+].[CH:39]1[C:52]2[C:51](=O)[C:50]3[C:45](=[CH:46][CH:47]=[CH:48][CH:49]=3)[CH2:44][C:43]=2[CH:42]=[CH:41][CH:40]=1.C1C2C(=O)C3C(=CC=CC=3)C(=O)C=2C=CC=1. (2) Given the product [Cl:1][C:2]1[CH:11]=[CH:10][CH:9]=[C:8]2[C:3]=1[CH:4]1[C:12](=[C:13]([CH3:15])[CH3:14])[CH:7]2[CH2:6][CH2:5]1, predict the reactants needed to synthesize it. The reactants are: [Cl:1][C:2]1[CH:11]=[CH:10][CH:9]=[C:8]2[C:3]=1[CH:4]1[C:12](=[C:13]([CH3:15])[CH3:14])[CH:7]2[CH:6]=[CH:5]1.[H][H].